Dataset: Reaction yield outcomes from USPTO patents with 853,638 reactions. Task: Predict the reaction yield, written as a fraction of the theoretical maximum amount of product (1.0 means a 100% yield; for example, 0.34 means a 34% yield). (1) The product is [C:12]([O:11][C:9]([N:7]1[CH2:8][C@@H:4]([CH2:3][O:2][CH3:1])[CH2:5][C@H:6]1[C:16]([OH:18])=[O:17])=[O:10])([CH3:15])([CH3:13])[CH3:14]. The yield is 0.990. The catalyst is C1COCC1.CO. The reactants are [CH3:1][O:2][CH2:3][C@@H:4]1[CH2:8][N:7]([C:9]([O:11][C:12]([CH3:15])([CH3:14])[CH3:13])=[O:10])[C@H:6]([C:16]([O:18]C)=[O:17])[CH2:5]1.[Li+].[OH-].Cl. (2) The reactants are [CH3:1][O-:2].[Na+].C1(C)C=CC=CC=1.[CH3:11][O:12][C:13]1[C:31]([O:32][CH3:33])=[C:30]([O:34][CH3:35])[CH:29]=[C:28]([CH3:36])[C:14]=1[C:15]([C:17]1[C:22]([C:23]([F:26])([F:25])[F:24])=[CH:21][N:20]=[CH:19][C:18]=1Cl)=[O:16].CN(C)P(N(C)C)N(C)C. The catalyst is O. The product is [CH3:11][O:12][C:13]1[C:31]([O:32][CH3:33])=[C:30]([O:34][CH3:35])[CH:29]=[C:28]([CH3:36])[C:14]=1[C:15]([C:17]1[C:22]([C:23]([F:26])([F:25])[F:24])=[CH:21][N:20]=[CH:19][C:18]=1[O:2][CH3:1])=[O:16]. The yield is 0.640.